From a dataset of Full USPTO retrosynthesis dataset with 1.9M reactions from patents (1976-2016). Predict the reactants needed to synthesize the given product. (1) Given the product [F:21][C:22]1[C:29]([F:30])=[C:28]([O:31][CH2:32][CH2:33][N:34]2[CH2:39][CH2:38][O:37][CH2:36][CH2:35]2)[CH:27]=[CH:26][C:23]=1[CH:24]=[N:17][N:3]([CH3:2])[C:4]1([C:9]([O:11][CH3:12])=[O:10])[CH2:8][CH2:7][CH2:6][CH2:5]1, predict the reactants needed to synthesize it. The reactants are: Cl.[CH3:2][NH:3][C:4]1([C:9]([O:11][CH3:12])=[O:10])[CH2:8][CH2:7][CH2:6][CH2:5]1.C(O)(=O)C.[N:17]([O-])=O.[Na+].[F:21][C:22]1[C:29]([F:30])=[C:28]([O:31][CH2:32][CH2:33][N:34]2[CH2:39][CH2:38][O:37][CH2:36][CH2:35]2)[CH:27]=[CH:26][C:23]=1[CH:24]=O. (2) Given the product [CH:17](/[C:18]1[O:19][CH:2]=[C:3]([C:4]([O:6][CH2:7][CH3:8])=[O:5])[N:20]=1)=[CH:16]\[C:10]1[CH:15]=[CH:14][CH:13]=[CH:12][CH:11]=1, predict the reactants needed to synthesize it. The reactants are: Br[CH2:2][C:3](=O)[C:4]([O:6][CH2:7][CH3:8])=[O:5].[C:10]1([CH:16]=[CH:17][C:18]([NH2:20])=[O:19])[CH:15]=[CH:14][CH:13]=[CH:12][CH:11]=1.C([O-])(O)=O.[Na+]. (3) Given the product [Br:17][C:10]1[C:11]([C:12]([O:14][CH2:15][CH3:16])=[O:13])=[C:7]([Br:6])[N:8]([CH2:2][O:1][CH3:5])[N:9]=1, predict the reactants needed to synthesize it. The reactants are: [O:1]1[CH2:5]CC[CH2:2]1.[Br:6][C:7]1[C:11]([C:12]([O:14][CH2:15][CH3:16])=[O:13])=[C:10]([Br:17])[NH:9][N:8]=1.C(N(CC)C(C)C)(C)C.COCCl. (4) The reactants are: [NH2:1][C:2]1[CH:7]=[CH:6][C:5]([S:8]([NH:11][C:12]([CH3:15])([CH3:14])[CH3:13])(=[O:10])=[O:9])=[CH:4][CH:3]=1.C1C(=O)N([Br:23])C(=O)C1. Given the product [NH2:1][C:2]1[CH:7]=[CH:6][C:5]([S:8]([NH:11][C:12]([CH3:15])([CH3:14])[CH3:13])(=[O:10])=[O:9])=[CH:4][C:3]=1[Br:23], predict the reactants needed to synthesize it.